This data is from Catalyst prediction with 721,799 reactions and 888 catalyst types from USPTO. The task is: Predict which catalyst facilitates the given reaction. (1) Reactant: Br[C:2]1[S:3][C:4]2[CH:10]=[CH:9][CH:8]=[CH:7][C:5]=2[N:6]=1.CC1(C)C(C)(C)OB([C:19]2[CH:20]=[CH:21][C:22]([N:25]3CCOC[CH2:26]3)=[N:23][CH:24]=2)O1.[CH3:32][O:33]C1C=CC2N=C(C3C=NC(N)=NC=3)SC=2C=1. Product: [CH3:32][O:33][C:8]1[CH:9]=[CH:10][C:4]2[S:3][C:2]([C:19]3[CH:20]=[CH:21][C:22]([NH:25][CH3:26])=[N:23][CH:24]=3)=[N:6][C:5]=2[CH:7]=1. The catalyst class is: 243. (2) Reactant: [CH2:1]([O:8][C:9]1[CH:10]=[C:11]([C:23]2[CH:28]=[CH:27][C:26]([C:29]([OH:31])=[O:30])=[CH:25][CH:24]=2)[CH:12]=[CH:13][C:14]=1[O:15][CH2:16][C:17]1[CH:22]=[CH:21][CH:20]=[CH:19][CH:18]=1)[C:2]1[CH:7]=[CH:6][CH:5]=[CH:4][CH:3]=1.C(=O)([O-])[O-].[K+].[K+].Br[CH2:39][CH2:40][CH2:41][O:42][CH2:43][C:44]1[CH:49]=[CH:48][CH:47]=[CH:46][CH:45]=1. Product: [CH2:43]([O:42][CH2:41][CH2:40][CH2:39][O:30][C:29]([C:26]1[CH:27]=[CH:28][C:23]([C:11]2[CH:12]=[CH:13][C:14]([O:15][CH2:16][C:17]3[CH:22]=[CH:21][CH:20]=[CH:19][CH:18]=3)=[C:9]([O:8][CH2:1][C:2]3[CH:7]=[CH:6][CH:5]=[CH:4][CH:3]=3)[CH:10]=2)=[CH:24][CH:25]=1)=[O:31])[C:44]1[CH:49]=[CH:48][CH:47]=[CH:46][CH:45]=1. The catalyst class is: 3. (3) Reactant: [C:1]1([C:7](=O)[CH2:8][C:9]2[CH:10]=[C:11]([CH3:15])[CH:12]=[CH:13][CH:14]=2)[CH:6]=[CH:5][CH:4]=[CH:3][CH:2]=1.[CH2:17]([O:19][C:20]1[CH:21]=[C:22]([CH:25]=[C:26]([N+:29]([O-:31])=[O:30])[C:27]=1[OH:28])[CH:23]=O)[CH3:18].[NH2:32][C:33]([NH2:35])=[O:34].Cl. Product: [CH2:17]([O:19][C:20]1[CH:21]=[C:22]([CH:23]2[C:8]([C:9]3[CH:10]=[C:11]([CH3:15])[CH:12]=[CH:13][CH:14]=3)=[C:7]([C:1]3[CH:6]=[CH:5][CH:4]=[CH:3][CH:2]=3)[NH:35][C:33](=[O:34])[NH:32]2)[CH:25]=[C:26]([N+:29]([O-:31])=[O:30])[C:27]=1[OH:28])[CH3:18]. The catalyst class is: 8. (4) Reactant: C([O:5][C:6](=[O:42])[C@@H:7]([NH:31][C:32]([O:34][CH2:35][C:36]1[CH:41]=[CH:40][CH:39]=[CH:38][CH:37]=1)=[O:33])[CH2:8][CH2:9][C:10]([N:12]1[CH2:17][CH2:16][CH:15]([C:18]2[CH:23]=[CH:22][CH:21]=[C:20]([NH:24][C:25]3[NH:26][CH2:27][CH2:28][CH2:29][N:30]=3)[CH:19]=2)[CH2:14][CH2:13]1)=[O:11])(C)(C)C.FC(F)(F)C(O)=O. Product: [CH2:35]([O:34][C:32]([NH:31][C@@H:7]([CH2:8][CH2:9][C:10]([N:12]1[CH2:13][CH2:14][CH:15]([C:18]2[CH:23]=[CH:22][CH:21]=[C:20]([NH:24][C:25]3[NH:26][CH2:27][CH2:28][CH2:29][N:30]=3)[CH:19]=2)[CH2:16][CH2:17]1)=[O:11])[C:6]([OH:42])=[O:5])=[O:33])[C:36]1[CH:41]=[CH:40][CH:39]=[CH:38][CH:37]=1. The catalyst class is: 4. (5) Reactant: [CH3:1][N:2]1[CH2:7][CH2:6][NH:5][CH2:4][CH2:3]1.[C:8]1(B(O)O)[C:17]2[C:12](=[CH:13][CH:14]=[CH:15][CH:16]=2)[CH:11]=[CH:10][CH:9]=1.O.[C:22]([OH:26])(=[O:25])[CH:23]=O.CCOC(C)=O. Product: [CH3:1][N:2]1[CH2:7][CH2:6][N:5]([CH:23]([C:8]2[C:17]3[C:12](=[CH:13][CH:14]=[CH:15][CH:16]=3)[CH:11]=[CH:10][CH:9]=2)[C:22]([OH:26])=[O:25])[CH2:4][CH2:3]1. The catalyst class is: 23. (6) Reactant: [CH3:1][O:2][C:3]1[CH:17]=[C:16]([O:18][CH3:19])[CH:15]=[CH:14][C:4]=1[CH2:5][NH:6][CH2:7][CH2:8][C:9]1[S:10][CH:11]=[CH:12][CH:13]=1.[O:20]1[CH:24]=[CH:23][CH:22]=[C:21]1[C:25]([N:27]=[C:28]=[S:29])=[O:26]. Product: [CH3:1][O:2][C:3]1[CH:17]=[C:16]([O:18][CH3:19])[CH:15]=[CH:14][C:4]=1[CH2:5][N:6]([CH2:7][CH2:8][C:9]1[S:10][CH:11]=[CH:12][CH:13]=1)[C:28]([NH:27][C:25]([C:21]1[O:20][CH:24]=[CH:23][CH:22]=1)=[O:26])=[S:29]. The catalyst class is: 2. (7) Product: [CH:10]1([C@H:14]([NH:16][C:17]2[N:25]=[C:24]([C:26](=[NH:27])[NH:1][OH:2])[N:23]=[C:22]3[C:18]=2[N:19]([CH2:28][C@H:29]2[CH2:30][CH2:31][C@H:32]([CH3:35])[CH2:33][CH2:34]2)[CH:20]=[N:21]3)[CH3:15])[CH2:13][CH2:12][CH2:11]1. Reactant: [NH2:1][OH:2].Cl.O.C([O-])(O)=O.[Na+].[CH:10]1([C@H:14]([NH:16][C:17]2[N:25]=[C:24]([C:26]#[N:27])[N:23]=[C:22]3[C:18]=2[N:19]([CH2:28][C@H:29]2[CH2:34][CH2:33][C@H:32]([CH3:35])[CH2:31][CH2:30]2)[CH:20]=[N:21]3)[CH3:15])[CH2:13][CH2:12][CH2:11]1. The catalyst class is: 14.